This data is from Reaction yield outcomes from USPTO patents with 853,638 reactions. The task is: Predict the reaction yield, written as a fraction of the theoretical maximum amount of product (1.0 means a 100% yield; for example, 0.34 means a 34% yield). (1) The reactants are Cl[Si](C)(C)[CH3:3].[O:6]=[C:7]1[N:12]=[C:11]([C:13]([OH:15])=[O:14])[CH:10]=[CH:9][NH:8]1. The catalyst is CO. The product is [O:6]=[C:7]1[N:12]=[C:11]([C:13]([O:15][CH3:3])=[O:14])[CH:10]=[CH:9][NH:8]1. The yield is 0.760. (2) The catalyst is C1(C)C=CC=CC=1.C1COCC1. The product is [F:1][C:2]1[CH:9]=[C:8]([S:19]([C:18]([F:31])([F:30])[F:17])(=[O:21])=[O:20])[CH:7]=[CH:6][C:3]=1[C:4]#[N:5]. The yield is 0.980. The reactants are [F:1][C:2]1[CH:9]=[C:8](O)[CH:7]=[CH:6][C:3]=1[C:4]#[N:5].N1C=CC=CC=1.[F:17][C:18]([F:31])([F:30])[S:19](O[S:19]([C:18]([F:31])([F:30])[F:17])(=[O:21])=[O:20])(=[O:21])=[O:20]. (3) The reactants are [CH3:1][O:2][C:3]1[C:4]([N+:9]([O-])=O)=[N:5][CH:6]=[CH:7][CH:8]=1. The catalyst is C(O)C.[Pd]. The product is [CH3:1][O:2][C:3]1[C:4]([NH2:9])=[N:5][CH:6]=[CH:7][CH:8]=1. The yield is 0.910. (4) The reactants are [N:1]1[CH:6]=[CH:5][CH:4]=[CH:3][C:2]=1[C:7]1[O:8][C:9]2[CH2:14][CH2:13][N:12]([C:15]3[CH:16]=[C:17]([CH:20]=[CH:21][CH:22]=3)[C:18]#[N:19])[CH2:11][C:10]=2[N:23]=1.BrC1C=C(C=C([F:33])C=1)C#N. No catalyst specified. The yield is 0.180. The product is [F:33][C:21]1[CH:20]=[C:17]([CH:16]=[C:15]([N:12]2[CH2:13][CH2:14][C:9]3[O:8][C:7]([C:2]4[CH:3]=[CH:4][CH:5]=[CH:6][N:1]=4)=[N:23][C:10]=3[CH2:11]2)[CH:22]=1)[C:18]#[N:19].